The task is: Predict the reaction yield, written as a fraction of the theoretical maximum amount of product (1.0 means a 100% yield; for example, 0.34 means a 34% yield).. This data is from Reaction yield outcomes from USPTO patents with 853,638 reactions. (1) The reactants are [CH3:1][O:2][C:3]1[CH:19]=[CH:18][C:6]([CH:7]=[C:8]2[CH2:13][C:12]([CH3:15])([CH3:14])[NH:11][C:10]([CH3:17])([CH3:16])[CH2:9]2)=[C:5]([N+:20]([O-:22])=[O:21])[CH:4]=1.C=O.[C:25]([BH3-])#N.[Na+].C([O-])(O)=O.[Na+]. The catalyst is CO.CCOC(C)=O. The product is [CH3:1][O:2][C:3]1[CH:19]=[CH:18][C:6]([CH:7]=[C:8]2[CH2:9][C:10]([CH3:17])([CH3:16])[N:11]([CH3:25])[C:12]([CH3:14])([CH3:15])[CH2:13]2)=[C:5]([N+:20]([O-:22])=[O:21])[CH:4]=1. The yield is 0.310. (2) The reactants are [Cl:1][C:2]1[C:11]2[O:10][CH2:9][CH:8]([CH3:12])[CH2:7][C:6]=2[CH:5]=[C:4]([Sn](C)(C)C)[CH:3]=1.[C:17]([C@H:20]1[CH2:22][C@@H:21]1[C:23]([O-:25])=[O:24])(Cl)=[O:18].[C:26]1(C)C=CC=CC=1. The catalyst is Cl[Pd](Cl)([P](C1C=CC=CC=1)(C1C=CC=CC=1)C1C=CC=CC=1)[P](C1C=CC=CC=1)(C1C=CC=CC=1)C1C=CC=CC=1. The product is [Cl:1][C:2]1[C:11]2[O:10][CH2:9][CH:8]([CH3:12])[CH2:7][C:6]=2[CH:5]=[C:4]([C:17]([C@H:20]2[CH2:22][C@@H:21]2[C:23]([O:25][CH3:26])=[O:24])=[O:18])[CH:3]=1. The yield is 0.620. (3) The reactants are [Br-:1].[Br-:2].C1(P(C2C=CC=CC=2)C2C=CC=CC=2)C=CC=CC=1.[S:22]1[C:30]2[CH2:29][CH2:28]O[CH2:26][C:25]=2[CH:24]=[CH:23]1. The catalyst is C(#N)C. The product is [Br:1][CH2:28][CH2:29][C:30]1[S:22][CH:23]=[CH:24][C:25]=1[CH2:26][Br:2]. The yield is 0.800. (4) The reactants are F[C:2](F)(C1C=CC(F)=CC=1)C1N=C(NC2C=C(C)NN=2)C2C(=CC(F)=CC=2)N=1.[Cl:29][C:30]1[C:39]2[C:34](=[CH:35][C:36](F)=[CH:37][CH:38]=2)[N:33]=[C:32]([C:41]([F:50])([F:49])[C:42]2[CH:47]=[CH:46][C:45]([F:48])=[CH:44][CH:43]=2)[N:31]=1. No catalyst specified. The product is [Cl:29][C:30]1[C:39]2[C:34](=[CH:35][C:36]([CH3:2])=[CH:37][CH:38]=2)[N:33]=[C:32]([C:41]([F:49])([F:50])[C:42]2[CH:43]=[CH:44][C:45]([F:48])=[CH:46][CH:47]=2)[N:31]=1. The yield is 0.130. (5) The reactants are [CH:1]1[C:6]2[CH2:7][NH:8][C:9]3[CH:15]=[CH:14][CH:13]=[CH:12][C:10]=3[O:11][C:5]=2[CH:4]=[CH:3][CH:2]=1.I[CH2:17][CH2:18][CH2:19][CH2:20][CH2:21][CH2:22][C:23]([O:25][CH2:26][CH3:27])=[O:24].C(=O)([O-])[O-].[K+].[K+]. The catalyst is C(#N)C.C(OCC)(=O)C. The product is [CH:1]1[C:6]2[CH2:7][N:8]([CH2:17][CH2:18][CH2:19][CH2:20][CH2:21][CH2:22][C:23]([O:25][CH2:26][CH3:27])=[O:24])[C:9]3[CH:15]=[CH:14][CH:13]=[CH:12][C:10]=3[O:11][C:5]=2[CH:4]=[CH:3][CH:2]=1. The yield is 0.370. (6) The reactants are [F:1][C:2]1[CH:8]=[CH:7][C:5]([NH2:6])=[CH:4][CH:3]=1.[CH2:9]([N:11]=[C:12]=[O:13])[CH3:10].C(O[CH:17]=[C:18]([C:24]([O:26][CH2:27][CH3:28])=[O:25])[C:19]([O:21]CC)=O)C.CC[O-].[Na+]. The catalyst is C1COCC1.C(O)C. The product is [CH2:27]([O:26][C:24]([C:18]1[C:19](=[O:21])[N:11]([CH2:9][CH3:10])[C:12](=[O:13])[N:6]([C:5]2[CH:7]=[CH:8][C:2]([F:1])=[CH:3][CH:4]=2)[CH:17]=1)=[O:25])[CH3:28]. The yield is 0.250. (7) The reactants are [NH2:1][C:2]1[CH:7]=[CH:6][C:5]([C:8]2[N:13]=[C:12]([N:14]3[CH2:19][CH2:18][O:17][CH2:16][CH2:15]3)[C:11]3=[CH:20][C:21]([C:23]([N:25]([CH3:27])[CH3:26])=O)=[CH:22][N:10]3[N:9]=2)=[CH:4][CH:3]=1.O1CCCC1.CSC.B. The catalyst is O1CCOCC1. The product is [NH2:1][C:2]1[CH:7]=[CH:6][C:5]([C:8]2[N:13]=[C:12]([N:14]3[CH2:15][CH2:16][O:17][CH2:18][CH2:19]3)[C:11]3=[CH:20][C:21]([CH2:23][N:25]([CH3:27])[CH3:26])=[CH:22][N:10]3[N:9]=2)=[CH:4][CH:3]=1. The yield is 0.967. (8) The reactants are N#N.Br[C:4]1[C:5]([N:23]([CH3:28])[S:24]([CH3:27])(=[O:26])=[O:25])=[CH:6][C:7]2[O:11][C:10]([N:12]3[CH2:17][CH2:16][O:15][CH2:14][CH2:13]3)=[C:9]([C:18]([NH:20][CH3:21])=[O:19])[C:8]=2[CH:22]=1.CC([O-])=O.[K+].[CH3:34][C:35]1([CH3:51])[C:39]([CH3:41])([CH3:40])[O:38][B:37]([B:37]2[O:38][C:39]([CH3:41])([CH3:40])[C:35]([CH3:51])([CH3:34])[O:36]2)[O:36]1. The catalyst is O1CCOCC1.O.C1C=CC(P(C2C=CC=CC=2)[C-]2C=CC=C2)=CC=1.C1C=CC(P(C2C=CC=CC=2)[C-]2C=CC=C2)=CC=1.Cl[Pd]Cl.[Fe+2]. The product is [CH3:21][NH:20][C:18]([C:9]1[C:8]2[CH:22]=[C:4]([B:37]3[O:38][C:39]([CH3:41])([CH3:40])[C:35]([CH3:51])([CH3:34])[O:36]3)[C:5]([N:23]([CH3:28])[S:24]([CH3:27])(=[O:26])=[O:25])=[CH:6][C:7]=2[O:11][C:10]=1[N:12]1[CH2:17][CH2:16][O:15][CH2:14][CH2:13]1)=[O:19]. The yield is 0.450. (9) The reactants are [CH3:1][O:2][C:3]1[CH:8]=[CH:7][C:6]([O:9][C:10]([F:13])([F:12])[F:11])=[CH:5][C:4]=1[CH2:14]O.S(Cl)(Cl)=O.C([O-])([O-])=O.[K+].[K+].[N-:26]=[N+:27]=[N-:28].[Na+]. The catalyst is CN(C=O)C.O.CS(C)=O. The product is [N:26]([CH2:14][C:4]1[CH:5]=[C:6]([O:9][C:10]([F:13])([F:12])[F:11])[CH:7]=[CH:8][C:3]=1[O:2][CH3:1])=[N+:27]=[N-:28]. The yield is 0.690.